Dataset: Reaction yield outcomes from USPTO patents with 853,638 reactions. Task: Predict the reaction yield, written as a fraction of the theoretical maximum amount of product (1.0 means a 100% yield; for example, 0.34 means a 34% yield). (1) The reactants are [C:1]([O:5][C:6]([N:8]1[CH2:13][CH2:12][C@@H:11]([CH3:14])[C@H:10](O)[CH2:9]1)=[O:7])([CH3:4])([CH3:3])[CH3:2].[C:16]1(=[O:26])[NH:20][C:19](=[O:21])[C:18]2=[CH:22][CH:23]=[CH:24][CH:25]=[C:17]12.CC(OC(/N=N/C(OC(C)C)=O)=O)C. The catalyst is C1COCC1. The product is [C:1]([O:5][C:6]([N:8]1[CH2:13][CH2:12][C@@H:11]([CH3:14])[C@@H:10]([N:20]2[C:16](=[O:26])[C:17]3[C:18](=[CH:22][CH:23]=[CH:24][CH:25]=3)[C:19]2=[O:21])[CH2:9]1)=[O:7])([CH3:4])([CH3:3])[CH3:2]. The yield is 0.470. (2) The reactants are [C:1]1([CH3:13])[CH:6]=[CH:5][CH:4]=[CH:3][C:2]=1[CH2:7][CH2:8][NH:9][C:10](=O)[CH3:11].O=P12OP3(OP(OP(O3)(O1)=O)(=O)O2)=O. No catalyst specified. The product is [CH3:11][C:10]1[C:3]2[C:2](=[C:1]([CH3:13])[CH:6]=[CH:5][CH:4]=2)[CH2:7][CH2:8][N:9]=1. The yield is 0.590.